From a dataset of Catalyst prediction with 721,799 reactions and 888 catalyst types from USPTO. Predict which catalyst facilitates the given reaction. (1) Reactant: N.F[C:3](F)(F)[C:4]([NH:6][CH2:7][CH2:8][CH2:9][N:10]([CH3:28])[CH2:11][CH2:12][CH2:13][NH:14][C:15]1[N:16]=[N+:17]([O-:27])[C:18]2[CH:25]=[C:24]([CH3:26])[CH:23]=[CH:22][C:19]=2[N+:20]=1[O-:21])=[O:5].N1(C([C:38]2[C:51]3[C:42](=[N:43][C:44]4[C:49]([N:50]=3)=C[CH:47]=[CH:46][CH:45]=4)[CH:41]=[CH:40][CH:39]=2)=O)C=CN=C1. Product: [CH3:28][N:10]([CH2:11][CH2:12][CH2:13][NH:14][C:15]1[N:16]=[N+:17]([O-:27])[C:18]2[CH:25]=[C:24]([CH3:26])[CH:23]=[CH:22][C:19]=2[N+:20]=1[O-:21])[CH2:9][CH2:8][CH2:7][NH:6][C:4]([C:3]1[C:49]2[C:44](=[N:43][C:42]3[C:51]([N:50]=2)=[CH:38][CH:39]=[CH:40][CH:41]=3)[CH:45]=[CH:46][CH:47]=1)=[O:5]. The catalyst class is: 5. (2) Reactant: [CH2:1]([O:19][C:20]1[C:33]([O:34][CH2:35][CH2:36][CH2:37][CH2:38][CH2:39][CH2:40][CH2:41][CH2:42][CH2:43][CH2:44][CH2:45][CH2:46][CH2:47][CH2:48][CH2:49][CH2:50][CH2:51][CH3:52])=[C:32]([O:53][CH2:54][CH2:55][CH2:56][CH2:57][CH2:58][CH2:59][CH2:60][CH2:61][CH2:62][CH2:63][CH2:64][CH2:65][CH2:66][CH2:67][CH2:68][CH2:69][CH2:70][CH3:71])[CH:31]=[CH:30][C:21]=1[C:22]([C:24]1[CH:29]=[CH:28][CH:27]=[CH:26][CH:25]=1)=[O:23])[CH2:2][CH2:3][CH2:4][CH2:5][CH2:6][CH2:7][CH2:8][CH2:9][CH2:10][CH2:11][CH2:12][CH2:13][CH2:14][CH2:15][CH2:16][CH2:17][CH3:18].[BH4-].[Na+].Cl. Product: [CH2:1]([O:19][C:20]1[C:33]([O:34][CH2:35][CH2:36][CH2:37][CH2:38][CH2:39][CH2:40][CH2:41][CH2:42][CH2:43][CH2:44][CH2:45][CH2:46][CH2:47][CH2:48][CH2:49][CH2:50][CH2:51][CH3:52])=[C:32]([O:53][CH2:54][CH2:55][CH2:56][CH2:57][CH2:58][CH2:59][CH2:60][CH2:61][CH2:62][CH2:63][CH2:64][CH2:65][CH2:66][CH2:67][CH2:68][CH2:69][CH2:70][CH3:71])[CH:31]=[CH:30][C:21]=1[CH:22]([OH:23])[C:24]1[CH:29]=[CH:28][CH:27]=[CH:26][CH:25]=1)[CH2:2][CH2:3][CH2:4][CH2:5][CH2:6][CH2:7][CH2:8][CH2:9][CH2:10][CH2:11][CH2:12][CH2:13][CH2:14][CH2:15][CH2:16][CH2:17][CH3:18]. The catalyst class is: 147. (3) Reactant: [CH3:1][C:2]([O:5][C:6](=[O:12])[N:7]([CH2:9][CH2:10][OH:11])[CH3:8])([CH3:4])[CH3:3].[S:13](Cl)([CH3:16])(=[O:15])=[O:14]. Product: [C:2]([O:5][C:6]([N:7]([CH3:8])[CH2:9][CH2:10][O:11][S:13]([CH3:16])(=[O:15])=[O:14])=[O:12])([CH3:1])([CH3:3])[CH3:4]. The catalyst class is: 298. (4) The catalyst class is: 11. Product: [CH2:1]([O:3][C:4]([C:6]1([C:9]2[CH:10]=[CH:11][C:12]([C:15]3[CH:16]=[CH:17][C:18]([C:21]4[S:22][C:23]([Cl:29])=[CH:24][C:25]=4[NH:40][C:45]([O:39][C@@H:37]([C:33]4[CH:34]=[CH:35][CH:36]=[C:31]([F:30])[CH:32]=4)[CH3:38])=[O:49])=[CH:19][CH:20]=3)=[CH:13][CH:14]=2)[CH2:8][CH2:7]1)=[O:5])[CH3:2]. Reactant: [CH2:1]([O:3][C:4]([C:6]1([C:9]2[CH:14]=[CH:13][C:12]([C:15]3[CH:20]=[CH:19][C:18]([C:21]4[S:22][C:23]([Cl:29])=[CH:24][C:25]=4C(=O)N)=[CH:17][CH:16]=3)=[CH:11][CH:10]=2)[CH2:8][CH2:7]1)=[O:5])[CH3:2].[F:30][C:31]1[CH:32]=[C:33]([C@H:37]([OH:39])[CH3:38])[CH:34]=[CH:35][CH:36]=1.[N:40]1[CH:45]=CC=CC=1.FC(F)(F)C(OI(C1C=CC=CC=1)OC(=O)C(F)(F)F)=[O:49]. (5) Reactant: [Cl:1][C:2]1[CH:24]=[CH:23][C:5]2[S:6][CH:7]=[C:8]([CH2:9][N:10]3[C:18]4[C:13](=[CH:14][CH:15]=[CH:16][CH:17]=4)[C:12]([CH2:19][C:20]([OH:22])=O)=[CH:11]3)[C:4]=2[CH:3]=1.C1N(P(Cl)(N2C(=O)OCC2)=O)C(=O)OC1.C(N(CC)CC)C.Cl.[NH2:48][NH:49][C:50]([NH2:52])=[O:51]. Product: [Cl:1][C:2]1[CH:24]=[CH:23][C:5]2[S:6][CH:7]=[C:8]([CH2:9][N:10]3[C:18]4[C:13](=[CH:14][CH:15]=[CH:16][CH:17]=4)[C:12]([CH2:19][C:20]([NH:48][NH:49][C:50]([NH2:52])=[O:51])=[O:22])=[CH:11]3)[C:4]=2[CH:3]=1. The catalyst class is: 2. (6) Reactant: [C:1]([C:3]1[CH:8]=[CH:7][CH:6]=[CH:5][C:4]=1[C:9]1[C:10](=[O:27])[N:11]([C:21]2[CH:26]=[CH:25][CH:24]=[CH:23][CH:22]=2)[CH:12]=[C:13]([C:15]2[CH:20]=[CH:19][CH:18]=[CH:17][N:16]=2)[CH:14]=1)#[N:2].C(O)C.[OH:31][S:32]([OH:35])(=[O:34])=[O:33].C(OCC)(=O)C. Product: [S:32]([OH:35])([OH:34])(=[O:33])=[O:31].[C:1]([C:3]1[CH:8]=[CH:7][CH:6]=[CH:5][C:4]=1[C:9]1[C:10](=[O:27])[N:11]([C:21]2[CH:26]=[CH:25][CH:24]=[CH:23][CH:22]=2)[CH:12]=[C:13]([C:15]2[CH:20]=[CH:19][CH:18]=[CH:17][N:16]=2)[CH:14]=1)#[N:2]. The catalyst class is: 13. (7) Reactant: Cl[C:2]1[N:7]=[CH:6][C:5]2[C:8]([N:14]3[CH2:20][C:16]4([CH2:19][O:18][CH2:17]4)[CH2:15]3)=[N:9][N:10]([CH:11]([CH3:13])[CH3:12])[C:4]=2[CH:3]=1.F[C@H]1[C@@H](OC)CC[N:24](C2N=C(N)C=CN=2)C1.C1(P(C2CCCCC2)C2C=CC=CC=2C2C(C(C)C)=CC(C(C)C)=CC=2C(C)C)CCCCC1.C(=O)([O-])[O-].[Cs+].[Cs+]. Product: [CH:11]([N:10]1[C:4]2[CH:3]=[C:2]([NH2:24])[N:7]=[CH:6][C:5]=2[C:8]([N:14]2[CH2:20][C:16]3([CH2:19][O:18][CH2:17]3)[CH2:15]2)=[N:9]1)([CH3:13])[CH3:12]. The catalyst class is: 102.